Dataset: NCI-60 drug combinations with 297,098 pairs across 59 cell lines. Task: Regression. Given two drug SMILES strings and cell line genomic features, predict the synergy score measuring deviation from expected non-interaction effect. (1) Drug 1: CC12CCC(CC1=CCC3C2CCC4(C3CC=C4C5=CN=CC=C5)C)O. Drug 2: CCN(CC)CCCC(C)NC1=C2C=C(C=CC2=NC3=C1C=CC(=C3)Cl)OC. Cell line: NCI-H460. Synergy scores: CSS=35.7, Synergy_ZIP=16.8, Synergy_Bliss=15.0, Synergy_Loewe=12.6, Synergy_HSA=14.1. (2) Drug 1: CC(C)(C#N)C1=CC(=CC(=C1)CN2C=NC=N2)C(C)(C)C#N. Drug 2: COC1=NC(=NC2=C1N=CN2C3C(C(C(O3)CO)O)O)N. Cell line: TK-10. Synergy scores: CSS=3.27, Synergy_ZIP=-3.89, Synergy_Bliss=-6.18, Synergy_Loewe=-4.25, Synergy_HSA=-3.62. (3) Drug 1: C(CN)CNCCSP(=O)(O)O. Drug 2: CC1C(C(CC(O1)OC2CC(CC3=C2C(=C4C(=C3O)C(=O)C5=C(C4=O)C(=CC=C5)OC)O)(C(=O)CO)O)N)O.Cl. Cell line: UACC-257. Synergy scores: CSS=42.1, Synergy_ZIP=0.780, Synergy_Bliss=2.07, Synergy_Loewe=-45.9, Synergy_HSA=2.28. (4) Drug 1: C1CCC(C1)C(CC#N)N2C=C(C=N2)C3=C4C=CNC4=NC=N3. Drug 2: C1CCC(CC1)NC(=O)N(CCCl)N=O. Cell line: TK-10. Synergy scores: CSS=23.9, Synergy_ZIP=-1.67, Synergy_Bliss=5.89, Synergy_Loewe=5.42, Synergy_HSA=6.20. (5) Drug 1: C(=O)(N)NO. Drug 2: CC1CCCC2(C(O2)CC(NC(=O)CC(C(C(=O)C(C1O)C)(C)C)O)C(=CC3=CSC(=N3)C)C)C. Cell line: CCRF-CEM. Synergy scores: CSS=48.1, Synergy_ZIP=-0.233, Synergy_Bliss=-0.387, Synergy_Loewe=-11.1, Synergy_HSA=0.0321. (6) Drug 1: CN(CC1=CN=C2C(=N1)C(=NC(=N2)N)N)C3=CC=C(C=C3)C(=O)NC(CCC(=O)O)C(=O)O. Drug 2: CS(=O)(=O)OCCCCOS(=O)(=O)C. Cell line: BT-549. Synergy scores: CSS=9.14, Synergy_ZIP=-10.1, Synergy_Bliss=-9.57, Synergy_Loewe=-11.2, Synergy_HSA=-7.80. (7) Drug 1: CC12CCC3C(C1CCC2=O)CC(=C)C4=CC(=O)C=CC34C. Drug 2: CC1=C(C(CCC1)(C)C)C=CC(=CC=CC(=CC(=O)O)C)C. Cell line: MDA-MB-231. Synergy scores: CSS=52.8, Synergy_ZIP=2.78, Synergy_Bliss=0.560, Synergy_Loewe=-2.83, Synergy_HSA=-3.05.